From a dataset of NCI-60 drug combinations with 297,098 pairs across 59 cell lines. Regression. Given two drug SMILES strings and cell line genomic features, predict the synergy score measuring deviation from expected non-interaction effect. (1) Drug 1: C1=CC(=CC=C1CC(C(=O)O)N)N(CCCl)CCCl.Cl. Drug 2: C1=CN(C=N1)CC(O)(P(=O)(O)O)P(=O)(O)O. Cell line: K-562. Synergy scores: CSS=-5.17, Synergy_ZIP=-4.55, Synergy_Bliss=-13.7, Synergy_Loewe=-18.0, Synergy_HSA=-17.7. (2) Drug 1: CC1=C(C(=CC=C1)Cl)NC(=O)C2=CN=C(S2)NC3=CC(=NC(=N3)C)N4CCN(CC4)CCO. Drug 2: CN(C(=O)NC(C=O)C(C(C(CO)O)O)O)N=O. Cell line: HT29. Synergy scores: CSS=16.1, Synergy_ZIP=5.08, Synergy_Bliss=10.5, Synergy_Loewe=7.60, Synergy_HSA=11.1. (3) Drug 1: CC(C)NC(=O)C1=CC=C(C=C1)CNNC.Cl. Drug 2: C(CCl)NC(=O)N(CCCl)N=O. Cell line: A498. Synergy scores: CSS=20.6, Synergy_ZIP=-4.51, Synergy_Bliss=0.739, Synergy_Loewe=5.14, Synergy_HSA=5.70. (4) Drug 1: C1=CC=C(C(=C1)C(C2=CC=C(C=C2)Cl)C(Cl)Cl)Cl. Drug 2: COC1=C2C(=CC3=C1OC=C3)C=CC(=O)O2. Cell line: MCF7. Synergy scores: CSS=1.01, Synergy_ZIP=-1.70, Synergy_Bliss=-3.44, Synergy_Loewe=-0.0568, Synergy_HSA=-1.97. (5) Cell line: SNB-19. Drug 1: CN1CCC(CC1)COC2=C(C=C3C(=C2)N=CN=C3NC4=C(C=C(C=C4)Br)F)OC. Synergy scores: CSS=6.57, Synergy_ZIP=-4.60, Synergy_Bliss=-2.89, Synergy_Loewe=-7.19, Synergy_HSA=-2.73. Drug 2: C1=NC2=C(N1)C(=S)N=CN2. (6) Drug 1: COC1=CC(=CC(=C1O)OC)C2C3C(COC3=O)C(C4=CC5=C(C=C24)OCO5)OC6C(C(C7C(O6)COC(O7)C8=CC=CS8)O)O. Drug 2: CN1C2=C(C=C(C=C2)N(CCCl)CCCl)N=C1CCCC(=O)O.Cl. Cell line: EKVX. Synergy scores: CSS=10.2, Synergy_ZIP=-6.10, Synergy_Bliss=-1.07, Synergy_Loewe=-31.0, Synergy_HSA=-1.16.